This data is from Full USPTO retrosynthesis dataset with 1.9M reactions from patents (1976-2016). The task is: Predict the reactants needed to synthesize the given product. (1) Given the product [NH3:7].[CH2:1]([N:7]1[CH2:12][CH2:11][C:10]([CH3:20])([C:13]2[CH:18]=[CH:17][CH:16]=[C:15]([O:19][S:36]([C:39]([F:42])([F:41])[F:40])(=[O:38])=[O:37])[CH:14]=2)[CH:9]([CH3:21])[CH2:8]1)[CH2:2][CH2:3][CH2:4][CH2:5][CH3:6], predict the reactants needed to synthesize it. The reactants are: [CH2:1]([N:7]1[CH2:12][CH2:11][C:10]([CH3:20])([C:13]2[CH:18]=[CH:17][CH:16]=[C:15]([OH:19])[CH:14]=2)[CH:9]([CH3:21])[CH2:8]1)[CH2:2][CH2:3][CH2:4][CH2:5][CH3:6].C(N(CC)CC)C.C1C=CC(N([S:36]([C:39]([F:42])([F:41])[F:40])(=[O:38])=[O:37])[S:36]([C:39]([F:42])([F:41])[F:40])(=[O:38])=[O:37])=CC=1. (2) Given the product [CH3:30][S:27]([C:24]1[CH:23]=[CH:22][C:21]([O:20][CH2:19][C:17]2[N:18]=[C:14]([CH:11]3[CH2:12][CH2:13][NH:8][CH2:9][CH2:10]3)[S:15][CH:16]=2)=[CH:26][CH:25]=1)(=[O:28])=[O:29].[ClH:31], predict the reactants needed to synthesize it. The reactants are: C(OC([N:8]1[CH2:13][CH2:12][CH:11]([C:14]2[S:15][CH:16]=[C:17]([CH2:19][O:20][C:21]3[CH:26]=[CH:25][C:24]([S:27]([CH3:30])(=[O:29])=[O:28])=[CH:23][CH:22]=3)[N:18]=2)[CH2:10][CH2:9]1)=O)(C)(C)C.[ClH:31].